Dataset: Forward reaction prediction with 1.9M reactions from USPTO patents (1976-2016). Task: Predict the product of the given reaction. (1) Given the reactants [S:1]([C:5]1[CH:6]=[C:7]([N:23]=[C:24]=[S:25])[C:8]2[C:13]([CH:14]=1)=[CH:12][C:11]([S:15]([OH:18])(=[O:17])=[O:16])=[CH:10][C:9]=2[S:19]([OH:22])(=[O:21])=[O:20])([OH:4])(=[O:3])=[O:2].[Na:26].C[N:28](C)CC=C, predict the reaction product. The product is: [S:1]([C:5]1[CH:6]=[C:7]([NH:23][C:24]([NH2:28])=[S:25])[C:8]2[C:13]([CH:14]=1)=[CH:12][C:11]([S:15]([OH:18])(=[O:16])=[O:17])=[CH:10][C:9]=2[S:19]([OH:22])(=[O:21])=[O:20])([OH:4])(=[O:3])=[O:2].[Na:26]. (2) Given the reactants C1(OC([N:10]2[CH:15]([C:16]3[CH:21]=[CH:20][C:19]([Cl:22])=[C:18]([O:23][CH3:24])[C:17]=3[F:25])[CH2:14][C:13](=[O:26])[CH:12]=[C:11]2[C:27]([O:29][CH3:30])=[O:28])=O)C=CC=CC=1.C[O-].[Na+], predict the reaction product. The product is: [CH3:30][O:29][C:27]([C:11]1[NH:10][CH:15]([C:16]2[CH:21]=[CH:20][C:19]([Cl:22])=[C:18]([O:23][CH3:24])[C:17]=2[F:25])[CH2:14][C:13](=[O:26])[CH:12]=1)=[O:28]. (3) Given the reactants [F:1][C:2]1[CH:3]=[C:4]2[C:9](=[CH:10][CH:11]=1)[C@H:8]([CH:12]([CH3:14])[CH3:13])[C@:7]([CH2:16][CH2:17]OS(C1C=CC(C)=CC=1)(=O)=O)([OH:15])[CH2:6][CH2:5]2.[CH3:29][NH2:30], predict the reaction product. The product is: [F:1][C:2]1[CH:3]=[C:4]2[C:9](=[CH:10][CH:11]=1)[C@H:8]([CH:12]([CH3:14])[CH3:13])[C@:7]([CH2:16][CH2:17][NH:30][CH3:29])([OH:15])[CH2:6][CH2:5]2. (4) Given the reactants [N:1]1([C:7]2[CH:8]=[C:9]([C:22]3[S:23][CH:24]=[CH:25][CH:26]=3)[C:10]3[CH2:11][C:12]4[C:17]([C:18]=3[C:19]=2[C:20]#[N:21])=[CH:16][CH:15]=[CH:14][CH:13]=4)[CH2:6][CH2:5][CH2:4][CH2:3][CH2:2]1.[H-].[Na+].C1C[O:32]CC1, predict the reaction product. The product is: [O:32]=[C:11]1[C:10]2[C:9]([C:22]3[S:23][CH:24]=[CH:25][CH:26]=3)=[CH:8][C:7]([N:1]3[CH2:6][CH2:5][CH2:4][CH2:3][CH2:2]3)=[C:19]([C:20]#[N:21])[C:18]=2[C:17]2[C:12]1=[CH:13][CH:14]=[CH:15][CH:16]=2.